This data is from Retrosynthesis with 50K atom-mapped reactions and 10 reaction types from USPTO. The task is: Predict the reactants needed to synthesize the given product. The reactants are: CCOC(=O)C(=O)N1CC(Oc2ccccc2C(C)(C)C)C1. Given the product CC(C)(C)c1ccccc1OC1CN(C(=O)C(=O)O)C1, predict the reactants needed to synthesize it.